This data is from Forward reaction prediction with 1.9M reactions from USPTO patents (1976-2016). The task is: Predict the product of the given reaction. (1) The product is: [Cl:1][CH2:2][CH2:3][NH:4][C:5]([NH:17][CH:14]1[C:15]2[C:11](=[CH:10][CH:9]=[C:8]([CH3:7])[CH:16]=2)[CH2:12][CH2:13]1)=[O:6]. Given the reactants [Cl:1][CH2:2][CH2:3][N:4]=[C:5]=[O:6].[CH3:7][C:8]1[CH:16]=[C:15]2[C:11]([CH2:12][CH2:13][CH:14]2[NH2:17])=[CH:10][CH:9]=1, predict the reaction product. (2) Given the reactants [CH:1]1([CH2:4][N:5]2[CH2:10][CH2:9][CH:8]([C:11]([N:13]3[CH2:17][CH:16]([NH:18][CH3:19])[CH:15]([C:20]4[CH:25]=[CH:24][C:23]([Cl:26])=[C:22]([Cl:27])[CH:21]=4)[CH2:14]3)=[O:12])[CH2:7][CH2:6]2)[CH2:3][CH2:2]1.[C:28]([C:30]1[CH:35]=[CH:34][C:33]([CH2:36][C:37]([OH:39])=O)=[CH:32][CH:31]=1)#[N:29], predict the reaction product. The product is: [C:28]([C:30]1[CH:31]=[CH:32][C:33]([CH2:36][C:37]([N:18]([CH:16]2[CH:15]([C:20]3[CH:25]=[CH:24][C:23]([Cl:26])=[C:22]([Cl:27])[CH:21]=3)[CH2:14][N:13]([C:11]([CH:8]3[CH2:9][CH2:10][N:5]([CH2:4][CH:1]4[CH2:3][CH2:2]4)[CH2:6][CH2:7]3)=[O:12])[CH2:17]2)[CH3:19])=[O:39])=[CH:34][CH:35]=1)#[N:29].